Dataset: Peptide-MHC class II binding affinity with 134,281 pairs from IEDB. Task: Regression. Given a peptide amino acid sequence and an MHC pseudo amino acid sequence, predict their binding affinity value. This is MHC class II binding data. (1) The peptide sequence is ARTDLLAFTAFPKQI. The MHC is DRB1_0401 with pseudo-sequence DRB1_0401. The binding affinity (normalized) is 0.0293. (2) The peptide sequence is ISGYNFSLSAAVKAG. The MHC is DRB5_0101 with pseudo-sequence DRB5_0101. The binding affinity (normalized) is 1.00. (3) The peptide sequence is AETCPIFYDVFFAVA. The binding affinity (normalized) is 0.692. The MHC is HLA-DPA10301-DPB10402 with pseudo-sequence HLA-DPA10301-DPB10402. (4) The peptide sequence is FLIMRNLTNLLSARK. The MHC is DRB1_1101 with pseudo-sequence DRB1_1101. The binding affinity (normalized) is 1.00. (5) The peptide sequence is AEQFKQKALGLLQTASRQAE. The MHC is DRB1_0701 with pseudo-sequence DRB1_0701. The binding affinity (normalized) is 0. (6) The peptide sequence is LKTIATHGIAAINSV. The MHC is DRB1_0101 with pseudo-sequence DRB1_0101. The binding affinity (normalized) is 0.659. (7) The peptide sequence is RDLLFKLLEYSKQEE. The MHC is DRB1_0101 with pseudo-sequence DRB1_0101. The binding affinity (normalized) is 0.643.